This data is from Reaction yield outcomes from USPTO patents with 853,638 reactions. The task is: Predict the reaction yield, written as a fraction of the theoretical maximum amount of product (1.0 means a 100% yield; for example, 0.34 means a 34% yield). (1) The reactants are [OH-].[K+].[Cl:3][CH:4]=[C:5]1[CH:11]=[CH:10][C:9]2[CH:12]=[C:13]([C:16]([O:18]C)=[O:17])[CH:14]=[CH:15][C:8]=2[O:7][CH2:6]1.Cl. The catalyst is C(O)C. The product is [Cl:3][CH:4]=[C:5]1[CH:11]=[CH:10][C:9]2[CH:12]=[C:13]([C:16]([OH:18])=[O:17])[CH:14]=[CH:15][C:8]=2[O:7][CH2:6]1. The yield is 0.630. (2) The reactants are [CH2:1]([O:5][C:6]1[CH:7]=[C:8]([CH:12]([C:21]([O:23][C:24]([CH3:27])([CH3:26])[CH3:25])=[O:22])[CH2:13][NH:14][CH2:15][C:16]([N:18]([CH3:20])[CH3:19])=O)[CH:9]=[CH:10][CH:11]=1)[CH2:2][CH2:3][CH3:4].COC1C=CC(P2(SP(C3C=CC(OC)=CC=3)(=S)S2)=[S:37])=CC=1. The catalyst is C1(C)C=CC=CC=1. The product is [CH2:1]([O:5][C:6]1[CH:7]=[C:8]([CH:12]([C:21]([O:23][C:24]([CH3:27])([CH3:26])[CH3:25])=[O:22])[CH2:13][NH:14][CH2:15][C:16]([N:18]([CH3:20])[CH3:19])=[S:37])[CH:9]=[CH:10][CH:11]=1)[CH2:2][CH2:3][CH3:4]. The yield is 0.280. (3) The reactants are [F:1][C:2]([F:15])([F:14])[C:3]1[CH:8]=[CH:7][C:6]([CH2:9][CH2:10][C:11](O)=[O:12])=[CH:5][CH:4]=1.B.CO.O. The catalyst is C1COCC1. The product is [F:1][C:2]([F:14])([F:15])[C:3]1[CH:4]=[CH:5][C:6]([CH2:9][CH2:10][CH2:11][OH:12])=[CH:7][CH:8]=1. The yield is 0.990. (4) The product is [Br:34][C:35]1[CH:36]=[C:37]([CH2:43][N:20]([CH2:19][C:10]2[C:11]([NH:12][CH:13]3[CH2:18][CH2:17][O:16][CH2:15][CH2:14]3)=[C:6]3[CH:5]=[N:4][N:3]([CH2:1][CH3:2])[C:7]3=[N:8][C:9]=2[CH2:32][CH3:33])[C:21]([C:23]2[CH:31]=[CH:30][CH:29]=[C:25]([C:26]([NH2:46])=[O:28])[CH:24]=2)=[O:22])[CH:38]=[C:39]([O:41][CH3:42])[CH:40]=1. The yield is 0.960. The catalyst is C(Cl)Cl. The reactants are [CH2:1]([N:3]1[C:7]2=[N:8][C:9]([CH2:32][CH3:33])=[C:10]([CH2:19][NH:20][C:21]([C:23]3[CH:24]=[C:25]([CH:29]=[CH:30][CH:31]=3)[C:26]([OH:28])=O)=[O:22])[C:11]([NH:12][CH:13]3[CH2:18][CH2:17][O:16][CH2:15][CH2:14]3)=[C:6]2[CH:5]=[N:4]1)[CH3:2].[Br:34][C:35]1[CH:36]=[C:37]([CH2:43]N)[CH:38]=[C:39]([O:41][CH3:42])[CH:40]=1.C[N:46](C(ON1N=NC2C=CC=CC1=2)=[N+](C)C)C.F[P-](F)(F)(F)(F)F.CCN(CC)CC. (5) The reactants are [NH2:1][C:2]1[CH:3]=[C:4]([CH:19]=[CH:20][CH:21]=1)[O:5][C:6]1[C:15]2[C:10](=[CH:11][C:12]([OH:18])=[C:13]([O:16][CH3:17])[CH:14]=2)[N:9]=[CH:8][N:7]=1.[C:22]([C:26]1[O:30][N:29]=[C:28]([NH:31][C:32](=O)[O:33]C2C=CC=CC=2)[CH:27]=1)([CH3:25])([CH3:24])[CH3:23]. The catalyst is CN(C)C=O. The product is [C:22]([C:26]1[O:30][N:29]=[C:28]([NH:31][C:32]([NH:1][C:2]2[CH:21]=[CH:20][CH:19]=[C:4]([O:5][C:6]3[C:15]4[C:10](=[CH:11][C:12]([OH:18])=[C:13]([O:16][CH3:17])[CH:14]=4)[N:9]=[CH:8][N:7]=3)[CH:3]=2)=[O:33])[CH:27]=1)([CH3:25])([CH3:23])[CH3:24]. The yield is 0.820. (6) The reactants are [S:1]1[CH:5]=[CH:4][C:3]([N:6]2[C:14]3[C:9](=[CH:10][CH:11]=[CH:12][CH:13]=3)[C:8](=O)[C:7]2=[O:16])=[CH:2]1.[NH2:17][C:18]1[CH:23]=[CH:22][C:21]([CH3:24])=[CH:20][CH:19]=1. The catalyst is CC(O)=O.CO. The product is [CH3:24][C:21]1[CH:22]=[CH:23][C:18](/[N:17]=[C:8]2/[C:7](=[O:16])[N:6]([C:3]3[CH:4]=[CH:5][S:1][CH:2]=3)[C:14]3[C:9]/2=[CH:10][CH:11]=[CH:12][CH:13]=3)=[CH:19][CH:20]=1. The yield is 0.500. (7) The yield is 0.830. No catalyst specified. The reactants are [CH2:1]([NH:3][C:4]([NH:6][C:7]1[CH:12]=[CH:11][C:10](NC2N=C(N[C:10]3[CH:11]=[CH:12][C:7]([NH:6][C:4]([NH:3][CH2:1][CH3:2])=[O:5])=[CH:8][CH:9]=3)C(F)=CN=2)=[CH:9][CH:8]=1)=[O:5])[CH3:2].[NH2:34]C1C=CC=C(N)C=1.C(N=C=O)C.C(=O)([O-])[O-].[K+].[K+]. The product is [CH2:1]([NH:3][C:4]([NH:6][C:7]1[CH:12]=[C:11]([CH:10]=[CH:9][CH:8]=1)[NH2:34])=[O:5])[CH3:2]. (8) The reactants are CC(C)([O-])C.[K+].[C:7]1([OH:13])[CH:12]=[CH:11][CH:10]=[CH:9][CH:8]=1.[CH2:14]([O:16][C:17](=[O:22])[C:18](Br)([CH3:20])[CH3:19])[CH3:15]. The catalyst is C1COCC1. The product is [CH3:19][C:18]([O:13][C:7]1[CH:12]=[CH:11][CH:10]=[CH:9][CH:8]=1)([CH3:20])[C:17]([O:16][CH2:14][CH3:15])=[O:22]. The yield is 0.750. (9) The reactants are [I:1]I.[N+:3]([C:6]1[CH:7]=[C:8]([CH:12]=[CH:13][CH:14]=1)[C:9]([OH:11])=[O:10])([O-:5])=[O:4]. The catalyst is S(=O)(=O)(O)O. The product is [I:1][C:13]1[CH:12]=[C:8]([CH:7]=[C:6]([N+:3]([O-:5])=[O:4])[CH:14]=1)[C:9]([OH:11])=[O:10]. The yield is 0.980.